This data is from Reaction yield outcomes from USPTO patents with 853,638 reactions. The task is: Predict the reaction yield, written as a fraction of the theoretical maximum amount of product (1.0 means a 100% yield; for example, 0.34 means a 34% yield). (1) The reactants are Br[C:2]1[NH:3][C:4]2[C:9]([C:10]=1[CH:11]1[CH2:16][CH2:15][CH2:14][CH2:13][CH2:12]1)=[CH:8][CH:7]=[C:6]([C:17]([O:19][CH3:20])=[O:18])[CH:5]=2.N1C2C(=CC=C(C(OC)=O)C=2)C=C1.C([O-])([O-])=O.[Na+].[Na+].[OH:40][C:41]1[CH:46]=[CH:45][CH:44]=[CH:43][C:42]=1B(O)O. The catalyst is COCCOC.CCO.C1C=CC([P]([Pd]([P](C2C=CC=CC=2)(C2C=CC=CC=2)C2C=CC=CC=2)([P](C2C=CC=CC=2)(C2C=CC=CC=2)C2C=CC=CC=2)[P](C2C=CC=CC=2)(C2C=CC=CC=2)C2C=CC=CC=2)(C2C=CC=CC=2)C2C=CC=CC=2)=CC=1. The product is [CH:11]1([C:10]2[C:9]3[C:4](=[CH:5][C:6]([C:17]([O:19][CH3:20])=[O:18])=[CH:7][CH:8]=3)[NH:3][C:2]=2[C:42]2[CH:43]=[CH:44][CH:45]=[CH:46][C:41]=2[OH:40])[CH2:16][CH2:15][CH2:14][CH2:13][CH2:12]1. The yield is 0.600. (2) The reactants are [H-].[Na+].[OH:3][C@@H:4]([CH2:15][O:16][CH:17]([CH3:19])[CH3:18])[C:5]([NH:7][C:8]1[CH:13]=[CH:12][C:11]([CH3:14])=[CH:10][N:9]=1)=[O:6].Cl[C:21]1[N:26]=[CH:25][N:24]=[C:23]2[N:27]([C:30]3[CH:35]=[CH:34][N:33]=[CH:32][C:31]=3[CH3:36])[N:28]=[CH:29][C:22]=12.C(O)(=O)CC(CC(O)=O)(C(O)=O)O. The catalyst is C1COCC1. The product is [CH3:14][C:11]1[CH:12]=[CH:13][C:8]([NH:7][C:5](=[O:6])[C@@H:4]([O:3][C:21]2[C:22]3[CH:29]=[N:28][N:27]([C:30]4[CH:35]=[CH:34][N:33]=[CH:32][C:31]=4[CH3:36])[C:23]=3[N:24]=[CH:25][N:26]=2)[CH2:15][O:16][CH:17]([CH3:19])[CH3:18])=[N:9][CH:10]=1. The yield is 0.820.